This data is from Full USPTO retrosynthesis dataset with 1.9M reactions from patents (1976-2016). The task is: Predict the reactants needed to synthesize the given product. (1) Given the product [ClH:33].[F:32][C:18]1[CH:17]=[C:16]([O:15][CH2:14][CH:11]2[CH2:10][CH2:9][NH:8][CH2:13][CH2:12]2)[CH:21]=[CH:20][C:19]=1[C:22]1[N:23]=[CH:24][C:25]([C:28]([O:30][CH3:31])=[O:29])=[N:26][CH:27]=1, predict the reactants needed to synthesize it. The reactants are: C(OC([N:8]1[CH2:13][CH2:12][CH:11]([CH2:14][O:15][C:16]2[CH:21]=[CH:20][C:19]([C:22]3[N:23]=[CH:24][C:25]([C:28]([O:30][CH3:31])=[O:29])=[N:26][CH:27]=3)=[C:18]([F:32])[CH:17]=2)[CH2:10][CH2:9]1)=O)(C)(C)C.[ClH:33]. (2) Given the product [F:16][C:13]1[CH:14]=[CH:15][C:10]([S:7]([N:6]2[C:2]([C:29]3[CH:30]=[CH:31][S:27][CH:28]=3)=[CH:3][C:4]([CH2:17][N:18]([CH3:26])[C:19](=[O:25])[O:20][C:21]([CH3:24])([CH3:23])[CH3:22])=[CH:5]2)(=[O:9])=[O:8])=[CH:11][CH:12]=1, predict the reactants needed to synthesize it. The reactants are: Br[C:2]1[N:6]([S:7]([C:10]2[CH:15]=[CH:14][C:13]([F:16])=[CH:12][CH:11]=2)(=[O:9])=[O:8])[CH:5]=[C:4]([CH2:17][N:18]([CH3:26])[C:19](=[O:25])[O:20][C:21]([CH3:24])([CH3:23])[CH3:22])[CH:3]=1.[S:27]1[CH:31]=[CH:30][C:29](B(O)O)=[CH:28]1.C(=O)([O-])[O-].[Na+].[Na+]. (3) Given the product [CH3:15][O:16][C:17](=[O:41])[C@@H:18]([NH:22][C:23](=[O:40])[C:24]1[CH:29]=[CH:28][C:27]([C:30]#[C:31][C:32]2[CH:37]=[CH:36][C:35]([CH2:38][N:42]3[CH2:47][CH2:46][O:45][CH2:44][CH2:43]3)=[CH:34][CH:33]=2)=[CH:26][CH:25]=1)[C@H:19]([OH:21])[CH3:20], predict the reactants needed to synthesize it. The reactants are: C(O[BH-](OC(=O)C)OC(=O)C)(=O)C.[Na+].[CH3:15][O:16][C:17](=[O:41])[C@@H:18]([NH:22][C:23](=[O:40])[C:24]1[CH:29]=[CH:28][C:27]([C:30]#[C:31][C:32]2[CH:37]=[CH:36][C:35]([CH:38]=O)=[CH:34][CH:33]=2)=[CH:26][CH:25]=1)[C@H:19]([OH:21])[CH3:20].[NH:42]1[CH2:47][CH2:46][O:45][CH2:44][CH2:43]1.C(Cl)Cl.CO. (4) Given the product [CH2:1]([O:8][C:9](=[O:30])[NH:10][CH2:11][C:12]1[C:23](=[O:24])[N:22]([CH:25]2[CH2:26][CH2:27][CH2:28][CH2:29]2)[C:15]2[N:16]=[C:17]([S:20]([CH3:21])=[O:38])[N:18]=[CH:19][C:14]=2[CH:13]=1)[C:2]1[CH:3]=[CH:4][CH:5]=[CH:6][CH:7]=1, predict the reactants needed to synthesize it. The reactants are: [CH2:1]([O:8][C:9](=[O:30])[NH:10][CH2:11][C:12]1[C:23](=[O:24])[N:22]([CH:25]2[CH2:29][CH2:28][CH2:27][CH2:26]2)[C:15]2[N:16]=[C:17]([S:20][CH3:21])[N:18]=[CH:19][C:14]=2[CH:13]=1)[C:2]1[CH:7]=[CH:6][CH:5]=[CH:4][CH:3]=1.C1(S(N2C(C3C=CC=CC=3)O2)(=O)=[O:38])C=CC=CC=1. (5) Given the product [NH2:9][C:6]1[CH:7]=[CH:8][C:3]([O:2][CH3:1])=[C:4]([C:12]#[C:13][C:14]2[CH:15]=[N:16][C:17]([NH2:20])=[N:18][CH:19]=2)[CH:5]=1, predict the reactants needed to synthesize it. The reactants are: [CH3:1][O:2][C:3]1[CH:8]=[CH:7][C:6]([N+:9]([O-])=O)=[CH:5][C:4]=1[C:12]#[C:13][C:14]1[CH:15]=[N:16][C:17]([NH2:20])=[N:18][CH:19]=1.[In].Cl.C(=O)([O-])[O-].[K+].[K+]. (6) Given the product [Cl:1][C:2]1[CH:9]=[C:8]([C:10]([F:11])([F:12])[F:13])[CH:7]=[CH:6][C:3]=1[CH2:4][NH:5][C:34]([NH:32][C:31]1[C:27]2[NH:26][C:18](=[O:24])[NH:5][C:4]=2[CH:3]=[CH:2][CH:9]=1)=[O:35], predict the reactants needed to synthesize it. The reactants are: [Cl:1][C:2]1[CH:9]=[C:8]([C:10]([F:13])([F:12])[F:11])[CH:7]=[CH:6][C:3]=1[CH2:4][NH2:5].ClC(Cl)(O[C:18](=[O:24])OC(Cl)(Cl)Cl)Cl.[N-:26]=[C:27]=O.CO.[CH3:31][N:32]([CH:34]=[O:35])C.